This data is from Full USPTO retrosynthesis dataset with 1.9M reactions from patents (1976-2016). The task is: Predict the reactants needed to synthesize the given product. (1) Given the product [CH3:9][N:10]1[CH:14]=[C:13]([C:5]2[N:6]=[CH:7][C:2]([NH2:1])=[CH:3][CH:4]=2)[CH:12]=[N:11]1, predict the reactants needed to synthesize it. The reactants are: [NH2:1][C:2]1[CH:3]=[CH:4][C:5](Br)=[N:6][CH:7]=1.[CH3:9][N:10]1[CH:14]=[C:13](B2OC(C)(C)C(C)(C)O2)[CH:12]=[N:11]1.C(=O)([O-])[O-].[K+].[K+]. (2) Given the product [Cl:22][C:17]1[CH:16]=[C:15]([C:13]2[N:14]=[C:10]([C:8]3[CH:9]=[C:4]([C:3]([OH:2])=[O:24])[C:5]([C:43]4[CH:44]=[C:45]([C:48]([F:51])([F:50])[F:49])[CH:46]=[CH:47][C:42]=4[N+:39]([O-:41])=[O:40])=[CH:6][CH:7]=3)[S:11][CH:12]=2)[CH:20]=[CH:19][C:18]=1[Cl:21], predict the reactants needed to synthesize it. The reactants are: C[O:2][C:3](=[O:24])[C:4]1[CH:9]=[C:8]([C:10]2[S:11][CH:12]=[C:13]([C:15]3[CH:20]=[CH:19][C:18]([Cl:21])=[C:17]([Cl:22])[CH:16]=3)[N:14]=2)[CH:7]=[CH:6][C:5]=1Br.ClC1C=CC(C(F)(F)F)=CC=1B(O)O.[N+:39]([C:42]1[CH:47]=[CH:46][C:45]([C:48]([F:51])([F:50])[F:49])=[CH:44][C:43]=1B(O)O)([O-:41])=[O:40]. (3) Given the product [CH3:1][O:2][CH2:3][CH2:4][O:5][C:6]1[CH:7]=[C:8]2[C:9](=[CH:10][C:11]=1[O:12][CH2:13][CH2:14][O:15][CH3:16])[NH:17][C:18](=[O:42])[N:19]=[CH:20]2.[C:4]([Cl:31])(=[O:5])[C:3]([Cl:30])=[O:2], predict the reactants needed to synthesize it. The reactants are: [CH3:1][O:2][CH2:3][CH2:4][O:5][C:6]1[CH:7]=[C:8]2[C:20](NC3C=CC=C(C#C)C=3)=[N:19][CH:18]=[N:17][C:9]2=[CH:10][C:11]=1[O:12][CH2:13][CH2:14][O:15][CH3:16].[ClH:30].[Cl:31]C1C2C(=CC(OCCOC)=C([O:42]CCOC)C=2)N=CN=1. (4) Given the product [Br:1][C:2]1[CH:7]=[C:6]2[C:5]([CH:9]=[N:23][N:8]2[C:10](=[O:13])[CH3:11])=[CH:4][CH:3]=1, predict the reactants needed to synthesize it. The reactants are: [Br:1][C:2]1[CH:3]=[CH:4][C:5]([CH3:9])=[C:6]([NH2:8])[CH:7]=1.[C:10]([O:13]C(=O)C)(=O)[CH3:11].C(O[N:23]=O)CC(C)C.CC([O-])=O.[K+].